Dataset: Reaction yield outcomes from USPTO patents with 853,638 reactions. Task: Predict the reaction yield, written as a fraction of the theoretical maximum amount of product (1.0 means a 100% yield; for example, 0.34 means a 34% yield). (1) The reactants are Cl.[C:2]([O:6][C:7](=[O:11])[C@H:8]([CH3:10])[NH2:9])([CH3:5])([CH3:4])[CH3:3].[O-]S([O-])(=O)=O.[Mg+2].C(N(CC)CC)C.[CH3:25][C:26]([CH3:31])([CH3:30])[CH2:27][CH:28]=O. The catalyst is C(Cl)Cl. The product is [C:2]([O:6][C:7](=[O:11])[C@@H:8](/[N:9]=[CH:28]/[CH2:27][C:26]([CH3:31])([CH3:30])[CH3:25])[CH3:10])([CH3:5])([CH3:4])[CH3:3]. The yield is 1.00. (2) The reactants are [F:1][C:2]([F:10])([C:5]([F:9])([F:8])[CH2:6][OH:7])[CH2:3][OH:4].[H-].[Na+].[CH2:13](Br)[CH:14]=[CH:15][C:16]1[CH:21]=[CH:20][CH:19]=[CH:18][CH:17]=1. The catalyst is CN(C)C=O. The product is [F:1][C:2]([F:10])([C:5]([F:9])([F:8])[CH2:6][O:7][CH2:13]/[CH:14]=[CH:15]/[C:16]1[CH:21]=[CH:20][CH:19]=[CH:18][CH:17]=1)[CH2:3][OH:4]. The yield is 0.540. (3) The reactants are [N+:1]([C:4]1[CH:16]=[C:15]([O:17][C:18]([F:21])([F:20])[F:19])[CH:14]=[CH:13][C:5]=1[NH:6][C:7]1[CH:12]=[CH:11][CH:10]=[CH:9][CH:8]=1)([O-])=O.O1CCCC1.[H][H]. The catalyst is [Pd]. The product is [C:7]1([NH:6][C:5]2[C:4]([NH2:1])=[CH:16][C:15]([O:17][C:18]([F:20])([F:21])[F:19])=[CH:14][CH:13]=2)[CH:8]=[CH:9][CH:10]=[CH:11][CH:12]=1. The yield is 0.740. (4) The reactants are Cl.[CH2:2]([O:4][C:5]([C:7]1([CH3:13])[CH2:12][CH2:11][NH:10][CH2:9][CH2:8]1)=[O:6])[CH3:3].C([O-])([O-])=O.[K+].[K+].O.[CH2:21]([O:23][C:24]([N:26]1[CH2:32][CH2:31][CH2:30][C:29](=O)[CH2:28][CH2:27]1)=[O:25])[CH3:22]. The catalyst is CO.C(Cl)Cl.CC(C)[O-].[Ti+4].CC(C)[O-].CC(C)[O-].CC(C)[O-].C(O)(=O)C. The product is [CH3:13][C:7]1([C:5]([O:4][CH2:2][CH3:3])=[O:6])[CH2:12][CH2:11][N:10]([CH:29]2[CH2:30][CH2:31][CH2:32][N:26]([C:24]([O:23][CH2:21][CH3:22])=[O:25])[CH2:27][CH2:28]2)[CH2:9][CH2:8]1. The yield is 0.450.